Dataset: Reaction yield outcomes from USPTO patents with 853,638 reactions. Task: Predict the reaction yield, written as a fraction of the theoretical maximum amount of product (1.0 means a 100% yield; for example, 0.34 means a 34% yield). (1) The reactants are [CH3:1][O:2][C:3]1[N:8]=[CH:7][C:6]([C:9]2[N:14]=[C:13]([NH2:15])[CH:12]=[CH:11][N:10]=2)=[CH:5][CH:4]=1.Cl[C:17]1[N:22]=[CH:21][C:20]2[N:23]=[CH:24][N:25]([CH:26]([CH3:28])[CH3:27])[C:19]=2[CH:18]=1.C(=O)([O-])[O-].[Cs+].[Cs+].CC(C1C=C(C(C)C)C(C2C=CC=CC=2P(C2CCCCC2)C2CCCCC2)=C(C(C)C)C=1)C. The catalyst is C1C=CC(/C=C/C(/C=C/C2C=CC=CC=2)=O)=CC=1.C1C=CC(/C=C/C(/C=C/C2C=CC=CC=2)=O)=CC=1.C1C=CC(/C=C/C(/C=C/C2C=CC=CC=2)=O)=CC=1.[Pd].[Pd].O1CCOCC1. The product is [CH:26]([N:25]1[C:19]2[CH:18]=[C:17]([NH:15][C:13]3[CH:12]=[CH:11][N:10]=[C:9]([C:6]4[CH:7]=[N:8][C:3]([O:2][CH3:1])=[CH:4][CH:5]=4)[N:14]=3)[N:22]=[CH:21][C:20]=2[N:23]=[CH:24]1)([CH3:28])[CH3:27]. The yield is 0.540. (2) The reactants are [CH2:1]([O:3][C:4]1[C:12]([O:13][C:14]([F:17])([F:16])[F:15])=[CH:11][CH:10]=[CH:9][C:5]=1[CH2:6]CN)[CH3:2].[C:18](Cl)(=[O:21])[CH:19]=[CH2:20].[CH2:23]([N:25](CC)CC)C. The catalyst is C(Cl)Cl. The product is [CH2:1]([O:3][C:4]1[C:12]([O:13][C:14]([F:15])([F:16])[F:17])=[CH:11][CH:10]=[CH:9][C:5]=1[CH2:6][N:25]([CH3:23])[C:18](=[O:21])[CH:19]=[CH2:20])[CH3:2]. The yield is 0.860.